This data is from Catalyst prediction with 721,799 reactions and 888 catalyst types from USPTO. The task is: Predict which catalyst facilitates the given reaction. (1) Reactant: [O:1]1[CH2:5][CH2:4][O:3][CH:2]1[C:6]1[CH:7]=[C:8]([C:13]2[N:21]=[C:20]([CH3:22])[N:19]=[C:18]3[C:14]=2[N:15]=[CH:16][N:17]3[CH:23]2[CH2:28][CH2:27][CH2:26][CH2:25][O:24]2)[C:9](F)=[N:10][CH:11]=1.[NH2:29][C:30]1[CH:31]=[CH:32][C:33]([O:36][CH3:37])=[N:34][CH:35]=1.[Li+].C[Si]([N-][Si](C)(C)C)(C)C.O. Product: [O:1]1[CH2:5][CH2:4][O:3][CH:2]1[C:6]1[CH:7]=[C:8]([C:13]2[N:21]=[C:20]([CH3:22])[N:19]=[C:18]3[C:14]=2[N:15]=[CH:16][N:17]3[CH:23]2[CH2:28][CH2:27][CH2:26][CH2:25][O:24]2)[C:9]([NH:29][C:30]2[CH:35]=[N:34][C:33]([O:36][CH3:37])=[CH:32][CH:31]=2)=[N:10][CH:11]=1. The catalyst class is: 7. (2) Reactant: [CH2:1]([Mg]Br)[CH2:2][C:3]1[CH:8]=[CH:7][CH:6]=[CH:5][CH:4]=1.Cl[C:12]1[C:13]2[CH:20]=[CH:19][NH:18][C:14]=2[N:15]=[CH:16][N:17]=1.[NH4+].[Cl-]. Product: [C:3]1([CH2:2][CH2:1][C:12]2[C:13]3[CH:20]=[CH:19][NH:18][C:14]=3[N:15]=[CH:16][N:17]=2)[CH:8]=[CH:7][CH:6]=[CH:5][CH:4]=1. The catalyst class is: 1. (3) Reactant: [CH3:1][C:2]1[CH:6]=[CH:5][S:4][C:3]=1[C:7]1[C:8](=[O:14])[NH:9][C:10](=[O:13])[NH:11][CH:12]=1.[H-].[Na+].Br[CH2:18][CH2:19][CH2:20][O:21][Si:22]([C:25]([CH3:28])([CH3:27])[CH3:26])([CH3:24])[CH3:23]. Product: [C:25]([Si:22]([CH3:24])([CH3:23])[O:21][CH2:20][CH2:19][CH2:18][N:11]1[CH:12]=[C:7]([C:3]2[S:4][CH:5]=[CH:6][C:2]=2[CH3:1])[C:8](=[O:14])[NH:9][C:10]1=[O:13])([CH3:28])([CH3:27])[CH3:26]. The catalyst class is: 3. (4) Reactant: [F:1][C:2]1[CH:34]=[CH:33][C:5]([O:6][CH2:7][CH:8]2[CH2:13][CH2:12][N:11]([C:14](=[O:32])/[CH:15]=[CH:16]/[C:17]3[CH:18]=[C:19]4[C:24](=[N:25][CH:26]=3)[NH:23][C:22](=[O:27])[CH:21]([C:28](OC)=[O:29])[CH2:20]4)[CH2:10][CH2:9]2)=[CH:4][CH:3]=1.[OH-].[NH4+:36]. Product: [F:1][C:2]1[CH:3]=[CH:4][C:5]([O:6][CH2:7][CH:8]2[CH2:13][CH2:12][N:11]([C:14](=[O:32])/[CH:15]=[CH:16]/[C:17]3[CH:18]=[C:19]4[C:24](=[N:25][CH:26]=3)[NH:23][C:22](=[O:27])[CH:21]([C:28]([NH2:36])=[O:29])[CH2:20]4)[CH2:10][CH2:9]2)=[CH:33][CH:34]=1. The catalyst class is: 328. (5) Product: [CH3:24][C:25]1([CH3:39])[CH2:30][N:29]([C:31]2[CH:36]=[CH:35][CH:34]=[CH:33][C:32]=2[CH3:37])[C:28](=[O:38])[CH2:27][N:26]1[CH2:10][C@H:8]([NH:9][S:11]([C:14]1[CH:19]=[CH:18][CH:17]=[CH:16][C:15]=1[N+:20]([O-:22])=[O:21])(=[O:13])=[O:12])[C@@H:6]1[CH2:7][C@@H:3]([CH2:1][CH3:2])[C:4](=[O:23])[O:5]1. Reactant: [CH2:1]([C@@H:3]1[CH2:7][C@@H:6]([CH:8]2[CH2:10][N@@:9]2[S:11]([C:14]2[CH:19]=[CH:18][CH:17]=[CH:16][C:15]=2[N+:20]([O-:22])=[O:21])(=[O:13])=[O:12])[O:5][C:4]1=[O:23])[CH3:2].[CH3:24][C:25]1([CH3:39])[CH2:30][N:29]([C:31]2[CH:36]=[CH:35][CH:34]=[CH:33][C:32]=2[CH3:37])[C:28](=[O:38])[CH2:27][NH:26]1. The catalyst class is: 11. (6) Reactant: [CH3:1][C:2]1[CH:7]=[CH:6][C:5]([CH3:8])=[CH:4][C:3]=1[C:9]([C:11]1[CH:16]=[CH:15][CH:14]=[CH:13][C:12]=1[S:17][CH3:18])=O.C([SiH](CC)CC)C.C(O)(C(F)(F)F)=O. Product: [CH3:1][C:2]1[CH:7]=[CH:6][C:5]([CH3:8])=[CH:4][C:3]=1[CH2:9][C:11]1[CH:16]=[CH:15][CH:14]=[CH:13][C:12]=1[S:17][CH3:18]. The catalyst class is: 6.